Dataset: Reaction yield outcomes from USPTO patents with 853,638 reactions. Task: Predict the reaction yield, written as a fraction of the theoretical maximum amount of product (1.0 means a 100% yield; for example, 0.34 means a 34% yield). The yield is 0.690. The product is [Br:1][C:2]1[CH:9]=[CH:8][C:5]([CH2:6][N:20]2[CH2:21][CH2:22][CH2:23][C@@H:18]([OH:24])[CH2:19]2)=[CH:4][CH:3]=1. The reactants are [Br:1][C:2]1[CH:9]=[CH:8][C:5]([CH2:6]Br)=[CH:4][CH:3]=1.C(N(CC)CC)C.C[C@@:18]1([OH:24])[CH2:23][CH2:22][CH2:21][NH:20][CH2:19]1. The catalyst is C1COCC1.